From a dataset of Reaction yield outcomes from USPTO patents with 853,638 reactions. Predict the reaction yield, written as a fraction of the theoretical maximum amount of product (1.0 means a 100% yield; for example, 0.34 means a 34% yield). The reactants are C(OC[N:9]1[C:18](=[O:19])[C:17]2[C:12](=[CH:13][C:14]([O:21][CH3:22])=[CH:15][C:16]=2[OH:20])[N:11]=[CH:10]1)(=O)C(C)(C)C.[O:23]1[CH2:28][CH2:27][CH:26](O)[CH2:25][CH2:24]1.C1C=CC(P(C2C=CC=CC=2)C2C=CC=CC=2)=CC=1.N(C(OC(C)(C)C)=O)=NC(OC(C)(C)C)=O. The catalyst is C(Cl)Cl. The product is [CH3:22][O:21][C:14]1[CH:13]=[C:12]2[C:17]([C:18](=[O:19])[NH:9][CH:10]=[N:11]2)=[C:16]([O:20][CH:26]2[CH2:27][CH2:28][O:23][CH2:24][CH2:25]2)[CH:15]=1. The yield is 0.760.